This data is from Catalyst prediction with 721,799 reactions and 888 catalyst types from USPTO. The task is: Predict which catalyst facilitates the given reaction. (1) Reactant: [Br:1][C:2]1[C:6]([Br:7])=[C:5](Br)[N:4]([CH2:9][C:10](=[O:12])[CH3:11])[N:3]=1.C([Sn](CCCC)(CCCC)[C:18]([O:20]CC)=[CH2:19])CCC. Product: [C:18]([C:5]1[N:4]([CH2:9][C:10](=[O:12])[CH3:11])[N:3]=[C:2]([Br:1])[C:6]=1[Br:7])(=[O:20])[CH3:19]. The catalyst class is: 184. (2) Reactant: [CH3:1][O:2][C:3]1[CH:4]=[CH:5][CH:6]=[C:7]2[C:12]=1[N:11]=[CH:10][CH:9]=[CH:8]2.[Br:13]Br.S([O-])([O-])(=O)=S.[Na+].[Na+]. Product: [Br:13][C:6]1[CH:5]=[CH:4][C:3]([O:2][CH3:1])=[C:12]2[C:7]=1[CH:8]=[CH:9][CH:10]=[N:11]2. The catalyst class is: 5. (3) Reactant: CS(C)=O.C(Cl)(=O)C(Cl)=O.[OH:11][CH2:12][CH:13]1[CH2:18][CH2:17][N:16]([C:19](=[O:26])[C:20]2[CH:25]=[CH:24][CH:23]=[CH:22][CH:21]=2)[CH2:15][CH2:14]1.CCN(C(C)C)C(C)C. Product: [C:19]([N:16]1[CH2:17][CH2:18][CH:13]([CH:12]=[O:11])[CH2:14][CH2:15]1)(=[O:26])[C:20]1[CH:21]=[CH:22][CH:23]=[CH:24][CH:25]=1. The catalyst class is: 2.